Dataset: Catalyst prediction with 721,799 reactions and 888 catalyst types from USPTO. Task: Predict which catalyst facilitates the given reaction. (1) Reactant: F[C:2]1[CH:9]=[CH:8][C:5]([CH:6]=[O:7])=[CH:4][CH:3]=1.[OH:10][C:11]1[CH:16]=[CH:15][CH:14]=[CH:13][C:12]=1[C:17]([F:20])([F:19])[F:18].C(=O)([O-])[O-].[Cs+].[Cs+]. Product: [F:18][C:17]([F:19])([F:20])[C:12]1[CH:13]=[CH:14][CH:15]=[CH:16][C:11]=1[O:10][C:2]1[CH:9]=[CH:8][C:5]([CH:6]=[O:7])=[CH:4][CH:3]=1. The catalyst class is: 3. (2) Reactant: [F:1][C:2]1[C:10]2[C:5](=[CH:6][CH:7]=[C:8](B3OC(C)(C)C(C)(C)O3)[CH:9]=2)[NH:4][C:3]=1[C:20]1[CH:25]=[CH:24][CH:23]=[CH:22][C:21]=1[O:26][CH3:27].FC(F)(F)S(O[C:34]1[CH2:39][CH2:38][N:37]([C:40]([O:42][C:43]([CH3:46])([CH3:45])[CH3:44])=[O:41])[CH2:36][CH:35]=1)(=O)=O.C(=O)([O-])[O-].[Cs+].[Cs+]. Product: [F:1][C:2]1[C:10]2[C:5](=[CH:6][CH:7]=[C:8]([C:34]3[CH2:39][CH2:38][N:37]([C:40]([O:42][C:43]([CH3:46])([CH3:45])[CH3:44])=[O:41])[CH2:36][CH:35]=3)[CH:9]=2)[NH:4][C:3]=1[C:20]1[CH:25]=[CH:24][CH:23]=[CH:22][C:21]=1[O:26][CH3:27]. The catalyst class is: 151.